Predict the product of the given reaction. From a dataset of Forward reaction prediction with 1.9M reactions from USPTO patents (1976-2016). (1) Given the reactants COC1C=CC(C[N:8](CC2C=CC(OC)=CC=2)[C:9]2[N:14]=[C:13]([CH3:15])[N:12]=[C:11]([C:16]3[C:17]([NH:24][C:25]4[CH:26]=[N:27][C:28]([O:31][CH3:32])=[CH:29][CH:30]=4)=[N:18][CH:19]=[C:20]([CH:23]=3)[CH:21]=O)[N:10]=2)=CC=1.[CH3:44][S:45]([CH:48]1[CH2:53][CH2:52][NH:51][CH2:50][CH2:49]1)(=[O:47])=[O:46], predict the reaction product. The product is: [CH3:32][O:31][C:28]1[N:27]=[CH:26][C:25]([NH:24][C:17]2[C:16]([C:11]3[N:12]=[C:13]([CH3:15])[N:14]=[C:9]([NH2:8])[N:10]=3)=[CH:23][C:20]([CH2:21][N:51]3[CH2:52][CH2:53][CH:48]([S:45]([CH3:44])(=[O:47])=[O:46])[CH2:49][CH2:50]3)=[CH:19][N:18]=2)=[CH:30][CH:29]=1. (2) Given the reactants [Cl:1][C:2]1[CH:3]=[C:4]([CH:14]=[C:15]([Cl:17])[CH:16]=1)[CH2:5][N:6]1[CH:10]=[CH:9][N:8]=[C:7]1[N+:11]([O-])=O, predict the reaction product. The product is: [Cl:17][C:15]1[CH:14]=[C:4]([CH:3]=[C:2]([Cl:1])[CH:16]=1)[CH2:5][N:6]1[CH:10]=[CH:9][N:8]=[C:7]1[NH2:11]. (3) Given the reactants [NH:1]1[C:5]2[CH:6]=[CH:7][CH:8]=[CH:9][C:4]=2[N:3]=[C:2]1[CH2:10][C:11]([NH:13][C:14]1[NH:18][N:17]=[CH:16][C:15]=1[C:19]#[N:20])=[O:12].C[O-].[Na+], predict the reaction product. The product is: [NH2:20][C:19]1[C:15]2[CH:16]=[N:17][NH:18][C:14]=2[NH:13][C:11](=[O:12])[C:10]=1[C:2]1[NH:1][C:5]2[CH:6]=[CH:7][CH:8]=[CH:9][C:4]=2[N:3]=1.